Task: Regression. Given two drug SMILES strings and cell line genomic features, predict the synergy score measuring deviation from expected non-interaction effect.. Dataset: NCI-60 drug combinations with 297,098 pairs across 59 cell lines Drug 1: C1=NC2=C(N=C(N=C2N1C3C(C(C(O3)CO)O)F)Cl)N. Drug 2: CC1CCC2CC(C(=CC=CC=CC(CC(C(=O)C(C(C(=CC(C(=O)CC(OC(=O)C3CCCCN3C(=O)C(=O)C1(O2)O)C(C)CC4CCC(C(C4)OC)O)C)C)O)OC)C)C)C)OC. Cell line: PC-3. Synergy scores: CSS=6.01, Synergy_ZIP=-1.39, Synergy_Bliss=-0.0629, Synergy_Loewe=-4.37, Synergy_HSA=-1.51.